From a dataset of Experimentally validated miRNA-target interactions with 360,000+ pairs, plus equal number of negative samples. Binary Classification. Given a miRNA mature sequence and a target amino acid sequence, predict their likelihood of interaction. (1) The miRNA is hsa-miR-3646 with sequence AAAAUGAAAUGAGCCCAGCCCA. The protein sequence of the target gene is MSAAPGLLHQELSCPLCLQLFDAPVTAECGHSFCRACLGRVAGEPAADGTVLCPCCQAPTRPQALSTNLQLARLVEGLAQVPQGHCEEHLDPLSIYCEQDRALVCGVCASLGSHRGHRLLPAAEAHARLKTQLPQQKLQLQEACMRKEKSVAVLEHQLVEVEETVRQFRGAVGEQLGKMRVFLAALEGSLDREAERVRGEAGVALRRELGSLNSYLEQLRQMEKVLEEVADKPQTEFLMKYCLVTSRLQKILAESPPPARLDIQLPIISDDFKFQVWRKMFRALMPALEELTFDPSSAHP.... Result: 1 (interaction). (2) The protein sequence of the target gene is MTTTPDWIMIGGDGPESYNQQSSYQRALLEATKDKMTKAISANLDLDLISNRFIVADFGCASGPNTFVAVQNIIDAVEEKYRRETGQNPADNIEFQVLFNDFSLNDFNTLFQTLPPGRRYFSAGVPGSFFERVLPKESFHIGVMSYAFHFTSKIPKGIMDRDSPLWNKDMQCTGFNPAVKKAYLDQYSIDTKILLDARAEELVPGGLMLLLGSCLRDGVKMSETPKGTVMDFIGESLSDLAKQGVTEQEKVDTFRTSIYFAEQGEIRQIIEENGKFTIEAFEDIIHAKNEFPFDPKTLAI.... Result: 0 (no interaction). The miRNA is hsa-miR-190a-5p with sequence UGAUAUGUUUGAUAUAUUAGGU. (3) The protein sequence of the target gene is MTAMLTLETMASEEEYGPRNCVVCGDRATGYHFHALTCEGCKGFFRRTVSKTIGPICPFAGRCEVSKAQRRHCPACRLQKCLNVGMRKDMILSAEALALRRARQAQRRAEKASLQLNQQQKELVQILLGAHTRHVGPMFDQFVQFKPPAYLFMHHRPFQPRGPVLPLLTHFADINTFMVQQIIKFTKDLPLFRSLTMEDQISLLKGAAVEILHISLNTTFCLQTENFFCGPLCYKMEDAVHAGFQYEFLESILHFHKNLKGLHLQEPEYVLMAATALFSPDRPGVTQREEIDQLQEEMAL.... The miRNA is mmu-miR-137-3p with sequence UUAUUGCUUAAGAAUACGCGUAG. Result: 1 (interaction). (4) The miRNA is hsa-miR-6823-3p with sequence UGAGCCUCUCCUUCCCUCCAG. The protein sequence of the target gene is MLLEVLNPRHYNVTSMVSEVVPIASIAILLLTGFLLLVWNYEDTSSIPGPSYFLGIGPLISHCRFLWMGIGSACNYYNKMYGEFMRVWVCGEETLIISKSSSMFHVMKHSHYISRFGSKLGLQFIGMHEKGIIFNNNPALWKAVRPFFTKALSGPGLVRMVTICADSITKHLDRLEEVCNDLGYVDVLTLMRRIMLDTSNILFLGIPLDESAIVVKIQGYFDAWQALLLKPDIFFKISWLCRKYEKSVKDLKDAMEILIEEKRHRISTAEKLEDCIDFATELIFAEKRGELTKENVNQCI.... Result: 0 (no interaction).